This data is from Full USPTO retrosynthesis dataset with 1.9M reactions from patents (1976-2016). The task is: Predict the reactants needed to synthesize the given product. (1) Given the product [Cl:40][C:37]1[CH:36]=[CH:35][C:34]([C@H:25]([N:16]2[CH2:15][CH:14]([C@@H:9]([C:4]3[CH:3]=[C:2]([F:1])[CH:7]=[C:6]([F:8])[CH:5]=3)[C:10]([F:13])([CH3:12])[CH3:11])[CH2:17]2)[C:26]2[CH:27]=[C:28]([CH:31]=[CH:32][CH:33]=2)[C:29]#[N:30])=[CH:39][CH:38]=1, predict the reactants needed to synthesize it. The reactants are: [F:1][C:2]1[CH:3]=[C:4]([C@H:9]([CH:14]2[CH2:17][NH:16][CH2:15]2)[C:10]([F:13])([CH3:12])[CH3:11])[CH:5]=[C:6]([F:8])[CH:7]=1.C([O-])([O-])=O.[Cs+].[Cs+].Br[CH:25]([C:34]1[CH:39]=[CH:38][C:37]([Cl:40])=[CH:36][CH:35]=1)[C:26]1[CH:27]=[C:28]([CH:31]=[CH:32][CH:33]=1)[C:29]#[N:30]. (2) Given the product [CH:16]1[C:25]2[C:20](=[CH:21][CH:22]=[CH:23][CH:24]=2)[CH:19]=[CH:18][C:17]=1[S:26]([N:29]1[CH2:35][CH2:34][CH2:33][N:32]([C:13]([CH:10]2[CH2:11][CH2:12][N:7]([C:4]3[CH:5]=[CH:6][N:1]=[CH:2][CH:3]=3)[CH2:8][CH2:9]2)=[O:14])[CH2:31][CH2:30]1)(=[O:28])=[O:27], predict the reactants needed to synthesize it. The reactants are: [N:1]1[CH:6]=[CH:5][C:4]([N:7]2[CH2:12][CH2:11][CH:10]([C:13](Cl)=[O:14])[CH2:9][CH2:8]2)=[CH:3][CH:2]=1.[CH:16]1[C:25]2[C:20](=[CH:21][CH:22]=[CH:23][CH:24]=2)[CH:19]=[CH:18][C:17]=1[S:26]([N:29]1[CH2:35][CH2:34][CH2:33][NH:32][CH2:31][CH2:30]1)(=[O:28])=[O:27]. (3) Given the product [Cl:6][C:7]1[CH:8]=[N:9][CH:10]=[C:11]([O:4][CH2:3][CH2:2][OH:5])[CH:12]=1, predict the reactants needed to synthesize it. The reactants are: [Na].[CH2:2]([OH:5])[CH2:3][OH:4].[Cl:6][C:7]1[CH:8]=[N:9][CH:10]=[C:11](Cl)[CH:12]=1.[OH-].[Na+]. (4) The reactants are: [CH3:1][N:2]([CH2:18][C:19]1[CH:20]=[CH:21][C:22]2[S:23][CH2:24][C:25](=[O:29])[NH:26][C:27]=2[N:28]=1)[C:3]([CH:5]1[O:10][CH2:9][CH2:8][N:7](C(OC(C)(C)C)=O)[CH2:6]1)=[O:4].Cl. Given the product [CH3:1][N:2]([CH2:18][C:19]1[CH:20]=[CH:21][C:22]2[S:23][CH2:24][C:25](=[O:29])[NH:26][C:27]=2[N:28]=1)[C:3]([CH:5]1[O:10][CH2:9][CH2:8][NH:7][CH2:6]1)=[O:4], predict the reactants needed to synthesize it.